From a dataset of Catalyst prediction with 721,799 reactions and 888 catalyst types from USPTO. Predict which catalyst facilitates the given reaction. (1) Reactant: [Cl:1][C:2]1[CH:3]=[CH:4][C:5]([OH:17])=[C:6]([CH2:8][CH2:9][CH2:10][NH:11][CH2:12][C:13]([O:15][CH3:16])=[O:14])[CH:7]=1.C([O-])([O-])=O.[K+].[K+].[Cl:24][C:25]1[C:26](F)=[CH:27][C:28]([F:47])=[C:29]([S:31]([N:34]([C:42]2[N:43]=[CH:44][S:45][CH:46]=2)[C:35](=[O:41])[O:36][C:37]([CH3:40])([CH3:39])[CH3:38])(=[O:33])=[O:32])[CH:30]=1.O. Product: [C:37]([O:36][C:35]([N:34]([C:42]1[N:43]=[CH:44][S:45][CH:46]=1)[S:31]([C:29]1[C:28]([F:47])=[CH:27][C:26]([O:17][C:5]2[CH:4]=[CH:3][C:2]([Cl:1])=[CH:7][C:6]=2[CH2:8][CH2:9][CH2:10][NH:11][CH2:12][C:13]([O:15][CH3:16])=[O:14])=[C:25]([Cl:24])[CH:30]=1)(=[O:33])=[O:32])=[O:41])([CH3:40])([CH3:38])[CH3:39]. The catalyst class is: 3. (2) Reactant: [CH2:1](Br)[C:2]#[CH:3].[CH3:5][CH:6]1[CH2:11][CH2:10][NH:9][CH2:8][CH2:7]1.C(=O)([O-])[O-].[K+].[K+]. Product: [CH3:5][CH:6]1[CH2:11][CH2:10][N:9]([CH2:3][C:2]#[CH:1])[CH2:8][CH2:7]1. The catalyst class is: 21.